Dataset: Full USPTO retrosynthesis dataset with 1.9M reactions from patents (1976-2016). Task: Predict the reactants needed to synthesize the given product. (1) Given the product [Br:1][C:8]1[C:9]2[N:10]=[C:11]([C:17]3[CH:18]=[CH:19][N:20]=[CH:21][CH:22]=3)[N:12]=[C:13]([OH:16])[C:14]=2[S:15][C:7]=1[C:3]([CH3:6])([CH3:4])[CH3:5], predict the reactants needed to synthesize it. The reactants are: [Br:1]Br.[C:3]([C:7]1[S:15][C:14]2[C:13]([OH:16])=[N:12][C:11]([C:17]3[CH:22]=[CH:21][N:20]=[CH:19][CH:18]=3)=[N:10][C:9]=2[CH:8]=1)([CH3:6])([CH3:5])[CH3:4]. (2) Given the product [CH3:7][C:4]1[N:3]([C:8]2[N:13]=[CH:12][C:11]([CH:14]([OH:21])[CH2:15][N:16]([CH2:36][CH2:32][CH3:33])[C@@H:17]([CH3:20])[CH2:18][OH:19])=[CH:10][CH:9]=2)[C:2]([CH3:1])=[CH:6][CH:5]=1, predict the reactants needed to synthesize it. The reactants are: [CH3:1][C:2]1[N:3]([C:8]2[N:13]=[CH:12][C:11]([CH:14]([OH:21])[CH2:15][NH:16][C@@H:17]([CH3:20])[CH2:18][OH:19])=[CH:10][CH:9]=2)[C:4]([CH3:7])=[CH:5][CH:6]=1.C(O[BH-](O[C:32](=O)[CH3:33])OC(=O)C)(=O)C.[Na+].[CH2:36](Cl)Cl. (3) Given the product [C:15]([O:14][C:12]([NH:11][C:9]1[S:10][C:6]([C:4]([OH:5])=[O:3])=[C:7]([C:19]([F:21])([F:22])[F:20])[N:8]=1)=[O:13])([CH3:18])([CH3:16])[CH3:17], predict the reactants needed to synthesize it. The reactants are: C([O:3][C:4]([C:6]1[S:10][C:9]([NH:11][C:12]([O:14][C:15]([CH3:18])([CH3:17])[CH3:16])=[O:13])=[N:8][C:7]=1[C:19]([F:22])([F:21])[F:20])=[O:5])C.[OH-].[K+].O.Cl. (4) Given the product [C:2]([N+:6]([O-:7])=[CH:8][C:10]1[C:19]2[C:14](=[CH:15][CH:16]=[CH:17][CH:18]=2)[C:13]([S:20]([OH:23])(=[O:21])=[O:22])=[N:12][C:11]=1[S:24]([OH:27])(=[O:26])=[O:25])([CH3:5])([CH3:4])[CH3:3], predict the reactants needed to synthesize it. The reactants are: Cl.[C:2]([NH:6][OH:7])([CH3:5])([CH3:4])[CH3:3].[CH:8]([C:10]1[C:19]2[C:14](=[CH:15][CH:16]=[CH:17][CH:18]=2)[C:13]([S:20]([OH:23])(=[O:22])=[O:21])=[N:12][C:11]=1[S:24]([OH:27])(=[O:26])=[O:25])=O. (5) Given the product [CH2:2]([N:3]1[C:9]2[C:8](=[CH:13][C:12]([F:14])=[C:11]([N:15]3[CH2:20][CH2:19][N:18]([CH2:25][C:26]([C:28]4[CH:33]=[CH:32][C:31]([Cl:34])=[CH:30][CH:29]=4)=[O:27])[CH2:17][CH2:16]3)[CH:10]=2)[C:6](=[O:7])[C:5]([C:21]([OH:23])=[O:22])=[CH:4]1)[CH3:1], predict the reactants needed to synthesize it. The reactants are: [CH3:1][CH2:2][N:3]1[C:9]2[CH:10]=[C:11]([N:15]3[CH2:20][CH2:19][NH:18][CH2:17][CH2:16]3)[C:12]([F:14])=[CH:13][C:8]=2[C:6](=[O:7])[C:5]([C:21]([OH:23])=[O:22])=[CH:4]1.Br[CH2:25][C:26]([C:28]1[CH:33]=[CH:32][C:31]([Cl:34])=[CH:30][CH:29]=1)=[O:27]. (6) Given the product [S:23]1[C:27]([C:28]([N:30]2[CH2:35][C:34]3([CH2:40][CH2:39][N:38]([CH2:41][C:42]4[C:43]([F:51])=[C:44]([CH2:48][CH:49]=[O:50])[CH:45]=[CH:46][CH:47]=4)[CH2:37][CH2:36]3)[O:33][CH2:32][CH2:31]2)=[O:29])=[CH:26][C:25]2[CH:52]=[CH:53][CH:54]=[CH:55][C:24]1=2, predict the reactants needed to synthesize it. The reactants are: CC(OI1(OC(C)=O)(OC(C)=O)OC(=O)C2C=CC=CC1=2)=O.[S:23]1[C:27]([C:28]([N:30]2[CH2:35][C:34]3([CH2:40][CH2:39][N:38]([CH2:41][C:42]4[CH:47]=[CH:46][CH:45]=[C:44]([CH2:48][CH2:49][OH:50])[C:43]=4[F:51])[CH2:37][CH2:36]3)[O:33][CH2:32][CH2:31]2)=[O:29])=[CH:26][C:25]2[CH:52]=[CH:53][CH:54]=[CH:55][C:24]1=2.FC(F)(F)C(O)=O.S([O-])([O-])(=O)=S.[Na+].[Na+].C(=O)(O)[O-].[Na+].